From a dataset of Reaction yield outcomes from USPTO patents with 853,638 reactions. Predict the reaction yield, written as a fraction of the theoretical maximum amount of product (1.0 means a 100% yield; for example, 0.34 means a 34% yield). (1) The yield is 0.310. The catalyst is O1CCOCC1.O.C1C=CC([P]([Pd]([P](C2C=CC=CC=2)(C2C=CC=CC=2)C2C=CC=CC=2)([P](C2C=CC=CC=2)(C2C=CC=CC=2)C2C=CC=CC=2)[P](C2C=CC=CC=2)(C2C=CC=CC=2)C2C=CC=CC=2)(C2C=CC=CC=2)C2C=CC=CC=2)=CC=1. The product is [NH2:31][CH2:32][C:33]1[CH:38]=[CH:37][C:36]([C:2]2[CH:3]=[C:4]3[C:8](=[C:9]([C:11]([NH2:13])=[O:12])[CH:10]=2)[NH:7][CH:6]=[C:5]3[CH:14]2[CH2:15][CH2:16][N:17]([S:20]([CH2:23][CH3:24])(=[O:22])=[O:21])[CH2:18][CH2:19]2)=[CH:35][CH:34]=1. The reactants are Br[C:2]1[CH:3]=[C:4]2[C:8](=[C:9]([C:11]([NH2:13])=[O:12])[CH:10]=1)[NH:7][CH:6]=[C:5]2[CH:14]1[CH2:19][CH2:18][N:17]([S:20]([CH2:23][CH3:24])(=[O:22])=[O:21])[CH2:16][CH2:15]1.C([O-])([O-])=O.[Cs+].[Cs+].[NH2:31][CH2:32][C:33]1[CH:38]=[CH:37][C:36](B(O)O)=[CH:35][CH:34]=1. (2) The reactants are [F:1][C:2]1[CH:7]=[CH:6][C:5]([C:8](=O)[CH2:9][C:10](=O)[C:11]([O:13][CH2:14][CH3:15])=[O:12])=[CH:4][CH:3]=1.O.[NH2:19][NH2:20].Cl.CCCCCC. The catalyst is C(O)C.CCOC(C)=O. The product is [F:1][C:2]1[CH:7]=[CH:6][C:5]([C:8]2[NH:20][N:19]=[C:10]([C:11]([O:13][CH2:14][CH3:15])=[O:12])[CH:9]=2)=[CH:4][CH:3]=1. The yield is 0.580. (3) The reactants are Cl[CH2:2][C:3](Cl)=[O:4].[CH3:6][O:7][C:8]1[CH:19]=[CH:18][C:11]([CH2:12][NH:13][C@H:14]([CH3:17])[CH2:15][OH:16])=[CH:10][CH:9]=1.C(N(CC)CC)C.[H-].[Na+].Cl. The catalyst is O1CCCC1.O. The product is [CH3:6][O:7][C:8]1[CH:19]=[CH:18][C:11]([CH2:12][N:13]2[C@H:14]([CH3:17])[CH2:15][O:16][CH2:2][C:3]2=[O:4])=[CH:10][CH:9]=1. The yield is 0.630. (4) The reactants are I.[Cl:2][C:3]1[CH:12]=[CH:11][CH:10]=[C:9]2[C:4]=1[CH:5]([CH3:15])[NH:6][C:7](SC)=[N:8]2.[OH-].[NH4+:17]. The catalyst is C(#N)C.C(O)(C(F)(F)F)=O. The product is [Cl:2][C:3]1[CH:12]=[CH:11][CH:10]=[C:9]2[C:4]=1[CH:5]([CH3:15])[NH:6][C:7]([NH2:17])=[N:8]2. The yield is 0.620. (5) The reactants are [C:1]([O:4][CH2:5][CH2:6][CH2:7][N:8]1[C:13](=[O:14])[C:12]2[NH:15][C:16]([C:19]3[CH:24]=[CH:23][CH:22]=[C:21]([O:25][C:26]([F:29])([F:28])[F:27])[CH:20]=3)=[C:17]([CH3:18])[C:11]=2[N:10]([CH3:30])[C:9]1=[O:31])(=[O:3])[CH3:2].[Cl:32][C:33]1[CH:38]=[CH:37][C:36]([CH2:39]Cl)=[CH:35][CH:34]=1.C([O-])([O-])=O.[K+].[K+]. The catalyst is CN(C=O)C.CC(=O)OCC.[Cl-].[Na+].O. The product is [C:1]([O:4][CH2:5][CH2:6][CH2:7][N:8]1[C:13](=[O:14])[C:12]2[N:15]([CH2:39][C:36]3[CH:37]=[CH:38][C:33]([Cl:32])=[CH:34][CH:35]=3)[C:16]([C:19]3[CH:24]=[CH:23][CH:22]=[C:21]([O:25][C:26]([F:27])([F:28])[F:29])[CH:20]=3)=[C:17]([CH3:18])[C:11]=2[N:10]([CH3:30])[C:9]1=[O:31])(=[O:3])[CH3:2]. The yield is 0.667.